This data is from Full USPTO retrosynthesis dataset with 1.9M reactions from patents (1976-2016). The task is: Predict the reactants needed to synthesize the given product. (1) Given the product [CH2:7]([S:14][C:16]1[CH:23]=[CH:22][C:19]([CH:20]=[O:21])=[CH:18][CH:17]=1)[C:8]1[CH:13]=[CH:12][CH:11]=[CH:10][CH:9]=1, predict the reactants needed to synthesize it. The reactants are: C(=O)([O-])[O-].[Cs+].[Cs+].[CH2:7]([SH:14])[C:8]1[CH:13]=[CH:12][CH:11]=[CH:10][CH:9]=1.F[C:16]1[CH:23]=[CH:22][C:19]([CH:20]=[O:21])=[CH:18][CH:17]=1.Cl. (2) Given the product [C:20]([C:2]1[CH:3]=[N:4][CH:5]=[CH:6][C:7]=1[CH2:8][CH:9]1[CH2:17][C:16]2[C:11](=[CH:12][CH:13]=[C:14]([Cl:18])[CH:15]=2)[C:10]1=[O:19])(=[O:22])[CH3:21], predict the reactants needed to synthesize it. The reactants are: Br[C:2]1[CH:3]=[N:4][CH:5]=[CH:6][C:7]=1[CH2:8][CH:9]1[CH2:17][C:16]2[C:11](=[CH:12][CH:13]=[C:14]([Cl:18])[CH:15]=2)[C:10]1=[O:19].[CH2:20]([O:22]C([Sn](CCCC)(CCCC)CCCC)=C)[CH3:21]. (3) The reactants are: [NH:1]1[C:10]2[C:5](=[N:6][CH:7]=[CH:8][CH:9]=2)[CH:4]=[CH:3][C:2]1=[O:11].[H-].[Na+].Br[CH2:15][CH:16]1[O:20][CH2:19][CH2:18][O:17]1.C(=O)([O-])[O-].[K+].[K+].[Cl-].[Na+]. Given the product [O:17]1[CH2:18][CH2:19][O:20][CH:16]1[CH2:15][N:1]1[C:10]2[C:5](=[N:6][CH:7]=[CH:8][CH:9]=2)[CH:4]=[CH:3][C:2]1=[O:11], predict the reactants needed to synthesize it. (4) Given the product [Cl:1][C:2]1[CH:3]=[C:4]([NH:15][C:16]2[C:26]3[CH:25]=[C:24]([C:27]([O:29][CH3:30])=[O:28])[CH2:23][CH2:22][NH:21][C:20]=3[N:19]=[CH:18][N:17]=2)[CH:5]=[CH:6][C:7]=1[O:8][CH:9]1[CH2:10][CH2:11][N:12]([C:43]([C:42]2[N:38]([CH3:37])[N:39]=[C:40]([CH3:46])[CH:41]=2)=[O:44])[CH2:13][CH2:14]1, predict the reactants needed to synthesize it. The reactants are: [Cl:1][C:2]1[CH:3]=[C:4]([NH:15][C:16]2[C:26]3[CH:25]=[C:24]([C:27]([O:29][CH3:30])=[O:28])[CH2:23][CH2:22][NH:21][C:20]=3[N:19]=[CH:18][N:17]=2)[CH:5]=[CH:6][C:7]=1[O:8][CH:9]1[CH2:14][CH2:13][NH:12][CH2:11][CH2:10]1.N1C=CC=CC=1.[CH3:37][N:38]1[C:42]([C:43](Cl)=[O:44])=[CH:41][C:40]([CH3:46])=[N:39]1.C(=O)(O)[O-].[Na+]. (5) Given the product [Cl:32][C:33]1[CH:38]=[C:37]([N:18]2[C:19]3[C:15](=[CH:14][C:13]([C:11]([N:8]4[CH2:7][CH2:6][N:5]([CH:1]5[CH2:2][CH2:3][CH2:4]5)[CH2:10][CH2:9]4)=[O:12])=[CH:21][CH:20]=3)[CH:16]=[C:17]2[C:22]([N:24]2[CH2:25][CH2:26][C:27]([F:30])([F:31])[CH2:28][CH2:29]2)=[O:23])[CH:36]=[CH:35][CH:34]=1, predict the reactants needed to synthesize it. The reactants are: [CH:1]1([N:5]2[CH2:10][CH2:9][N:8]([C:11]([C:13]3[CH:14]=[C:15]4[C:19](=[CH:20][CH:21]=3)[NH:18][C:17]([C:22]([N:24]3[CH2:29][CH2:28][C:27]([F:31])([F:30])[CH2:26][CH2:25]3)=[O:23])=[CH:16]4)=[O:12])[CH2:7][CH2:6]2)[CH2:4][CH2:3][CH2:2]1.[Cl:32][C:33]1[CH:34]=[C:35](B(O)O)[CH:36]=[CH:37][CH:38]=1.N1C=CC=CC=1. (6) Given the product [C:21]1([C:10]2[C:9]3[C:13](=[C:14]([C:16]([NH2:18])=[O:17])[CH:15]=[C:7]([C:1]4[CH:6]=[CH:5][CH:4]=[CH:3][CH:2]=4)[CH:8]=3)[NH:12][CH:11]=2)[CH2:26][CH2:25][CH2:24][CH2:23][CH:22]=1, predict the reactants needed to synthesize it. The reactants are: [C:1]1([C:7]2[CH:8]=[C:9]3[C:13](=[C:14]([C:16]([NH2:18])=[O:17])[CH:15]=2)[NH:12][CH:11]=[CH:10]3)[CH:6]=[CH:5][CH:4]=[CH:3][CH:2]=1.[OH-].[K+].[C:21]1(=O)[CH2:26][CH2:25][CH2:24][CH2:23][CH2:22]1.